From a dataset of Full USPTO retrosynthesis dataset with 1.9M reactions from patents (1976-2016). Predict the reactants needed to synthesize the given product. (1) Given the product [Cl:1][C:2]1[C:3]([N:27]([CH:29]([CH3:31])[CH3:30])[CH3:28])=[CH:4][C:5]2[N:11]=[C:10]([C:12]3[CH:17]=[CH:16][CH:15]=[C:14]([N:18]4[C:22]([CH2:42][N:41]([CH2:40][CH2:39][O:38][CH3:37])[CH3:44])=[CH:21][N:20]=[N:19]4)[CH:13]=3)[CH2:9][C:8](=[O:25])[NH:7][C:6]=2[CH:26]=1, predict the reactants needed to synthesize it. The reactants are: [Cl:1][C:2]1[C:3]([N:27]([CH:29]([CH3:31])[CH3:30])[CH3:28])=[CH:4][C:5]2[N:11]=[C:10]([C:12]3[CH:17]=[CH:16][CH:15]=[C:14]([N:18]4[C:22](CO)=[CH:21][N:20]=[N:19]4)[CH:13]=3)[CH2:9][C:8](=[O:25])[NH:7][C:6]=2[CH:26]=1.S(Cl)(Cl)=O.[Cl-].[CH3:37][O:38][CH2:39][CH2:40][NH:41][CH3:42].Cl[CH2:44]Cl. (2) Given the product [Si:8]([O:7][CH:25]([C:29]1[CH:34]=[CH:33][N:32]=[CH:31][CH:30]=1)[CH2:26][CH2:27][NH2:28])([C:21]([CH3:23])([CH3:24])[CH3:22])([C:15]1[CH:20]=[CH:19][CH:18]=[CH:17][CH:16]=1)[C:9]1[CH:10]=[CH:11][CH:12]=[CH:13][CH:14]=1, predict the reactants needed to synthesize it. The reactants are: [H-].[Al+3].[Li+].[H-].[H-].[H-].[O:7]([CH:25]([C:29]1[CH:34]=[CH:33][N:32]=[CH:31][CH:30]=1)[CH2:26][C:27]#[N:28])[Si:8]([C:21]([CH3:24])([CH3:23])[CH3:22])([C:15]1[CH:20]=[CH:19][CH:18]=[CH:17][CH:16]=1)[C:9]1[CH:14]=[CH:13][CH:12]=[CH:11][CH:10]=1.C(OCC)(=O)C.[OH-].[Na+]. (3) Given the product [CH2:15]([O:14][C:11]1[CH:12]=[CH:13][C:8]([C:6]([C:6]([C:8]2[CH:9]=[CH:10][C:11]([O:14][CH2:15][C:16]3[CH:17]=[CH:18][CH:19]=[CH:20][CH:21]=3)=[CH:12][CH:13]=2)=[CH2:7])=[CH2:7])=[CH:9][CH:10]=1)[C:16]1[CH:21]=[CH:20][CH:19]=[CH:18][CH:17]=1, predict the reactants needed to synthesize it. The reactants are: C([Sn](CCCC)(CCCC)[C:6]([C:8]1[CH:13]=[CH:12][C:11]([O:14][CH2:15][C:16]2[CH:21]=[CH:20][CH:19]=[CH:18][CH:17]=2)=[CH:10][CH:9]=1)=[CH2:7])CCC. (4) Given the product [Cl:1][C:2]1[CH:7]=[C:6]([CH2:8][OH:9])[CH:5]=[CH:4][C:3]=1[C:10]1[CH:15]=[CH:14][CH:13]=[C:12]([C:16]#[N:17])[CH:11]=1, predict the reactants needed to synthesize it. The reactants are: [Cl:1][C:2]1[CH:7]=[C:6]([CH:8]=[O:9])[CH:5]=[CH:4][C:3]=1[C:10]1[CH:15]=[CH:14][CH:13]=[C:12]([C:16]#[N:17])[CH:11]=1.[BH4-].[Na+]. (5) Given the product [Cl:1][C:2]1[CH:9]=[CH:8][CH:7]=[CH:6][C:3]=1[CH:4]1[C:17]([C:16]([O:22][C:23]([CH3:26])([CH3:25])[CH3:24])=[O:21])=[C:18]([CH3:20])[NH:10][C:11]2=[N:12][NH:13][CH:14]=[C:15]12, predict the reactants needed to synthesize it. The reactants are: [Cl:1][C:2]1[CH:9]=[CH:8][CH:7]=[CH:6][C:3]=1[CH:4]=O.[NH2:10][C:11]1[CH:15]=[CH:14][NH:13][N:12]=1.[C:16]([O:22][C:23]([CH3:26])([CH3:25])[CH3:24])(=[O:21])[CH2:17][C:18]([CH3:20])=O.